From a dataset of Full USPTO retrosynthesis dataset with 1.9M reactions from patents (1976-2016). Predict the reactants needed to synthesize the given product. (1) Given the product [CH:1]1([CH2:7][N:8]([CH2:49][CH3:50])[C:9]2[CH:10]=[CH:11][C:12]([C:15]3[CH:16]=[CH:17][C:18]([CH2:21][C:22]4[N:23]([C:35]5[CH:36]=[C:37]([N:41]6[S:45](=[O:47])(=[O:46])[NH:44][C:43](=[O:48])[CH2:42]6)[CH:38]=[CH:39][CH:40]=5)[CH:24]=[C:25]([C:27]5[CH:32]=[CH:31][C:30]([Cl:33])=[CH:29][C:28]=5[Cl:34])[N:26]=4)=[CH:19][CH:20]=3)=[CH:13][CH:14]=2)[CH2:6][CH2:5][CH2:4][CH2:3][CH2:2]1, predict the reactants needed to synthesize it. The reactants are: [CH:1]1([CH2:7][NH:8][C:9]2[CH:14]=[CH:13][C:12]([C:15]3[CH:20]=[CH:19][C:18]([CH2:21][C:22]4[N:23]([C:35]5[CH:36]=[C:37]([N:41]6[S:45](=[O:47])(=[O:46])[NH:44][C:43](=[O:48])[CH2:42]6)[CH:38]=[CH:39][CH:40]=5)[CH:24]=[C:25]([C:27]5[CH:32]=[CH:31][C:30]([Cl:33])=[CH:29][C:28]=5[Cl:34])[N:26]=4)=[CH:17][CH:16]=3)=[CH:11][CH:10]=2)[CH2:6][CH2:5][CH2:4][CH2:3][CH2:2]1.[CH:49](=O)[CH3:50]. (2) Given the product [C:17]([O:16][C:14]([NH:13][CH:12]([C:21](=[O:23])[NH:31][C:28]1[CH:29]=[CH:30][CH:25]=[CH:26][CH:27]=1)[CH2:11][CH2:10][C:9]([O:8][CH2:1][C:2]1[CH:3]=[CH:4][CH:5]=[CH:6][CH:7]=1)=[O:24])=[O:15])([CH3:18])([CH3:19])[CH3:20], predict the reactants needed to synthesize it. The reactants are: [CH2:1]([O:8][C:9](=[O:24])[CH2:10][CH2:11][C@@H:12]([C:21]([OH:23])=O)[NH:13][C:14]([O:16][C:17]([CH3:20])([CH3:19])[CH3:18])=[O:15])[C:2]1[CH:7]=[CH:6][CH:5]=[CH:4][CH:3]=1.[CH2:25]1[CH2:30][CH2:29][CH:28]([N:31]=C=[N:31][CH:28]2[CH2:29][CH2:30][CH2:25][CH2:26][CH2:27]2)[CH2:27][CH2:26]1.NC1C=CC=CC=1.